Dataset: Catalyst prediction with 721,799 reactions and 888 catalyst types from USPTO. Task: Predict which catalyst facilitates the given reaction. (1) Reactant: [F:1][C:2]([F:7])([F:6])[CH2:3][CH2:4][OH:5].[H-].[Na+].[C:10]([O:14][C:15](=[O:42])[CH2:16][O:17][C:18]1[C:23]([CH3:24])=[CH:22][C:21]([C:25]2[O:26][C:27]3[N:28]=[C:29](S(C)(=O)=O)[N:30]=[C:31]([CH2:34][CH2:35][CH3:36])[C:32]=3[N:33]=2)=[CH:20][C:19]=1[CH3:41])([CH3:13])([CH3:12])[CH3:11].C(O)(=O)CC(CC(O)=O)(C(O)=O)O. Product: [CH3:24][C:23]1[CH:22]=[C:21]([C:25]2[O:26][C:27]3[N:28]=[C:29]([O:5][CH2:4][CH2:3][C:2]([F:7])([F:6])[F:1])[N:30]=[C:31]([CH2:34][CH2:35][CH3:36])[C:32]=3[N:33]=2)[CH:20]=[C:19]([CH3:41])[C:18]=1[O:17][CH2:16][C:15]([O:14][C:10]([CH3:13])([CH3:12])[CH3:11])=[O:42]. The catalyst class is: 9. (2) Reactant: [CH:1](=[O:5])[CH2:2][CH2:3][CH3:4].[Cl:6][C:7]1[CH:17]=[CH:16][C:10](/[CH:11]=[CH:12]/[N+:13]([O-:15])=[O:14])=[CH:9][CH:8]=1.CCOCC.[Na+].[Cl-]. Product: [Cl:6][C:7]1[CH:17]=[CH:16][C:10]([C@@H:11]([C:1](=[O:5])[CH2:2][CH2:3][CH3:4])[CH2:12][N+:13]([O-:15])=[O:14])=[CH:9][CH:8]=1. The catalyst class is: 22.